Dataset: Catalyst prediction with 721,799 reactions and 888 catalyst types from USPTO. Task: Predict which catalyst facilitates the given reaction. (1) Reactant: [CH2:1]([OH:8])[C:2]1[CH:7]=[CH:6][CH:5]=[CH:4][CH:3]=1.[H-].[Na+].Cl[C:12]1[CH:17]=[C:16]([NH2:18])[CH:15]=[CH:14][N:13]=1.O. Product: [CH2:1]([O:8][C:12]1[CH:17]=[C:16]([NH2:18])[CH:15]=[CH:14][N:13]=1)[C:2]1[CH:7]=[CH:6][CH:5]=[CH:4][CH:3]=1. The catalyst class is: 12. (2) Reactant: [NH2:1][C:2]1[C:3]([Cl:9])=[N:4][CH:5]=[N:6][C:7]=1Cl.[NH2:10][NH2:11].O.ClC(Cl)(O[C:17](=[O:23])OC(Cl)(Cl)Cl)Cl. Product: [NH2:1][C:2]1[C:7]2[N:6]([C:17](=[O:23])[NH:10][N:11]=2)[CH:5]=[N:4][C:3]=1[Cl:9]. The catalyst class is: 1. (3) Reactant: [N:1]1([S:5]([C:8]2[C:13]([Cl:14])=[CH:12][CH:11]=[C:10]([N+:15]([O-])=O)[C:9]=2[OH:18])(=[O:7])=[O:6])[CH2:4][CH2:3][CH2:2]1.[H][H]. Product: [N:1]1([S:5]([C:8]2[C:9]([OH:18])=[C:10]([CH:11]=[CH:12][C:13]=2[Cl:14])[NH2:15])(=[O:7])=[O:6])[CH2:4][CH2:3][CH2:2]1. The catalyst class is: 45. (4) Reactant: [F:1][C:2]1[CH:3]=[C:4]([C@H:9]2[CH2:13][CH2:12][C@@H:11](/[CH:14]=[CH:15]/[C:16]([O:18][CH3:19])=[O:17])[N:10]2[C:20]([O:22][C:23]([CH3:26])([CH3:25])[CH3:24])=[O:21])[CH:5]=[CH:6][C:7]=1[F:8].[H][H]. Product: [F:1][C:2]1[CH:3]=[C:4]([C@H:9]2[CH2:13][CH2:12][C@@H:11]([CH2:14][CH2:15][C:16]([O:18][CH3:19])=[O:17])[N:10]2[C:20]([O:22][C:23]([CH3:26])([CH3:25])[CH3:24])=[O:21])[CH:5]=[CH:6][C:7]=1[F:8]. The catalyst class is: 586. (5) Reactant: [NH:1]1[C:9]2[C:4](=[CH:5][CH:6]=[CH:7][CH:8]=2)[C:3]([C:10]([OH:12])=O)=[CH:2]1.Cl.[CH3:14][NH:15][O:16][CH3:17].C1C=CC(P(C2C=CC=CC=2)C2C=CC=CC=2)=CC=1.C(Cl)(Cl)(Cl)Cl. Product: [CH3:17][O:16][N:15]([CH3:14])[C:10]([C:3]1[C:4]2[C:9](=[CH:8][CH:7]=[CH:6][CH:5]=2)[NH:1][CH:2]=1)=[O:12]. The catalyst class is: 2. (6) Reactant: [SH:1][C:2]1[CH:7]=[CH:6][CH:5]=[CH:4][C:3]=1[OH:8].[OH-].[Na+].[CH3:11]I. Product: [CH3:11][S:1][C:2]1[CH:7]=[CH:6][CH:5]=[CH:4][C:3]=1[OH:8]. The catalyst class is: 5. (7) Reactant: [CH3:1][C:2]1[CH:7]=[C:6]([C:8]2[C:16]3[C:11](=[CH:12][CH:13]=[C:14]([C:17](O)=[O:18])[CH:15]=3)[N:10]([C:20]([C:33]3[CH:38]=[CH:37][CH:36]=[CH:35][CH:34]=3)([C:27]3[CH:32]=[CH:31][CH:30]=[CH:29][CH:28]=3)[C:21]3[CH:26]=[CH:25][CH:24]=[CH:23][CH:22]=3)[N:9]=2)[CH:5]=[CH:4][N:3]=1.Cl.[CH2:40]([NH:47][C:48]1([CH2:55][C:56]2[CH:61]=[CH:60][CH:59]=[CH:58][C:57]=2[F:62])[CH2:53][CH2:52][CH2:51][CH:50]([NH2:54])[CH2:49]1)[C:41]1[CH:46]=[CH:45][CH:44]=[CH:43][CH:42]=1.CN(C(ON1N=NC2C=CC=NC1=2)=[N+](C)C)C.F[P-](F)(F)(F)(F)F.CCN(C(C)C)C(C)C. Product: [CH2:40]([NH:47][C:48]1([CH2:55][C:56]2[CH:61]=[CH:60][CH:59]=[CH:58][C:57]=2[F:62])[CH2:53][CH2:52][CH2:51][CH:50]([NH:54][C:17]([C:14]2[CH:15]=[C:16]3[C:11](=[CH:12][CH:13]=2)[N:10]([C:20]([C:21]2[CH:22]=[CH:23][CH:24]=[CH:25][CH:26]=2)([C:27]2[CH:32]=[CH:31][CH:30]=[CH:29][CH:28]=2)[C:33]2[CH:34]=[CH:35][CH:36]=[CH:37][CH:38]=2)[N:9]=[C:8]3[C:6]2[CH:5]=[CH:4][N:3]=[C:2]([CH3:1])[CH:7]=2)=[O:18])[CH2:49]1)[C:41]1[CH:42]=[CH:43][CH:44]=[CH:45][CH:46]=1. The catalyst class is: 44. (8) Reactant: [C:1]([O:5][C:6]([NH:8][C:9]1[N:14]=[C:13]([CH2:15][CH2:16][N:17]([C:25]2[CH:30]=[CH:29][C:28]([N+:31]([O-])=O)=[CH:27][CH:26]=2)[C:18](=[O:24])[O:19][C:20]([CH3:23])([CH3:22])[CH3:21])[CH:12]=[CH:11][CH:10]=1)=[O:7])([CH3:4])([CH3:3])[CH3:2].[H][H]. The catalyst class is: 19. Product: [NH2:31][C:28]1[CH:29]=[CH:30][C:25]([N:17]([C:18]([O:19][C:20]([CH3:23])([CH3:22])[CH3:21])=[O:24])[CH2:16][CH2:15][C:13]2[N:14]=[C:9]([NH:8][C:6](=[O:7])[O:5][C:1]([CH3:4])([CH3:3])[CH3:2])[CH:10]=[CH:11][CH:12]=2)=[CH:26][CH:27]=1.